Dataset: Full USPTO retrosynthesis dataset with 1.9M reactions from patents (1976-2016). Task: Predict the reactants needed to synthesize the given product. (1) Given the product [CH3:5][O:6][C:7]([C:9]12[C:17]3[CH:16]=[CH:15][CH:14]=[CH:13][C:12]=3[CH2:11][CH:10]1[NH:1][CH2:21][CH2:20][CH2:19]2)=[O:8], predict the reactants needed to synthesize it. The reactants are: [N-:1]=[N+]=[N-].[Na+].[CH3:5][O:6][C:7]([C:9]1([CH2:19][CH2:20][CH2:21]Br)[C:17]2[C:12](=[CH:13][CH:14]=[CH:15][CH:16]=2)[CH2:11][C:10]1=O)=[O:8].C(OC)(C)(C)C.C(OCC)(=O)C. (2) Given the product [C:14]([C:11]1[CH:10]=[C:7]([CH:6]=[C:5]([C:1]([CH3:4])([CH3:3])[CH3:2])[C:12]=1[O:13][CH3:20])[C:8]#[N:9])([CH3:17])([CH3:16])[CH3:15], predict the reactants needed to synthesize it. The reactants are: [C:1]([C:5]1[CH:6]=[C:7]([CH:10]=[C:11]([C:14]([CH3:17])([CH3:16])[CH3:15])[C:12]=1[OH:13])[C:8]#[N:9])([CH3:4])([CH3:3])[CH3:2].CI.[C:20](=O)([O-])[O-].[Cs+].[Cs+]. (3) Given the product [F:14][C:11]1[CH:10]=[C:9]([C:15]#[N:16])[C:8]([C:4]2[CH:5]=[CH:6][CH:7]=[C:2]([C:18]3[N:22]4[CH:23]=[CH:24][C:25]([C:28]([OH:31])([CH3:29])[CH3:30])=[C:26]([F:27])[C:21]4=[N:20][CH:19]=3)[CH:3]=2)=[CH:13][CH:12]=1, predict the reactants needed to synthesize it. The reactants are: Br[C:2]1[CH:3]=[C:4]([C:8]2[C:9]([C:15]#[N:16])=[CH:10][C:11]([F:14])=[CH:12][CH:13]=2)[CH:5]=[CH:6][CH:7]=1.Br[C:18]1[N:22]2[CH:23]=[CH:24][C:25]([C:28]([OH:31])([CH3:30])[CH3:29])=[C:26]([F:27])[C:21]2=[N:20][CH:19]=1.FC1C=C(C#N)C(C2C=CC=C(B3OC(C)(C)C(C)(C)O3)C=2)=CC=1. (4) Given the product [ClH:72].[NH2:36][C:37]1([C:41]2[CH:42]=[CH:43][C:44]([C:47]3[C:56](=[S:57])[C:55]4[C:50](=[CH:51][CH:52]=[CH:53][CH:54]=4)[O:49][C:48]=3[C:58]3[CH:63]=[CH:62][CH:61]=[CH:60][CH:59]=3)=[CH:45][CH:46]=2)[CH2:38][CH2:39][CH2:40]1, predict the reactants needed to synthesize it. The reactants are: NC1(C2C=CC(C3C(=O)C4C(=CC=C(F)C=4)OC=3C3C=CC=CC=3)=CC=2)CCC1.C(OC(=O)[NH:36][C:37]1([C:41]2[CH:46]=[CH:45][C:44]([C:47]3[C:56](=[S:57])[C:55]4[C:50](=[CH:51][CH:52]=[CH:53][CH:54]=4)[O:49][C:48]=3[C:58]3[CH:63]=[CH:62][CH:61]=[CH:60][CH:59]=3)=[CH:43][CH:42]=2)[CH2:40][CH2:39][CH2:38]1)(C)(C)C.C(O)(C(F)(F)F)=O.[ClH:72]. (5) Given the product [Cl:4][C:5]1[C:6]([CH:12]([S:21]([C:24]2[CH:29]=[CH:28][C:27]([Cl:30])=[CH:26][CH:25]=2)(=[O:23])=[O:22])[C:13]2[CH:18]=[C:17]([F:19])[CH:16]=[CH:15][C:14]=2[F:20])=[CH:7][C:8]([NH:11][S:38]([CH2:41][C:42]([O:44][CH2:45][CH3:46])=[O:43])(=[O:40])=[O:39])=[N:9][CH:10]=1, predict the reactants needed to synthesize it. The reactants are: C(Cl)Cl.[Cl:4][C:5]1[C:6]([CH:12]([S:21]([C:24]2[CH:29]=[CH:28][C:27]([Cl:30])=[CH:26][CH:25]=2)(=[O:23])=[O:22])[C:13]2[CH:18]=[C:17]([F:19])[CH:16]=[CH:15][C:14]=2[F:20])=[CH:7][C:8]([NH2:11])=[N:9][CH:10]=1.N1C=CC=CC=1.Cl[S:38]([CH2:41][C:42]([O:44][CH2:45][CH3:46])=[O:43])(=[O:40])=[O:39].